Predict which catalyst facilitates the given reaction. From a dataset of Catalyst prediction with 721,799 reactions and 888 catalyst types from USPTO. (1) Reactant: [Cl:1][C:2]1[CH:7]=[C:6]([F:8])[C:5]([N:9]2[C:14](=[O:15])[CH:13]=[C:12]([C:16]([F:19])([F:18])[F:17])[N:11]([CH3:20])[C:10]2=[O:21])=[CH:4][C:3]=1[S:22]([N:25]=[C:26]=[O:27])(=[O:24])=[O:23].[CH2:28]([OH:35])[C:29]1[CH:34]=[CH:33][CH:32]=[CH:31][CH:30]=1. Product: [CH2:28]([O:35][C:26](=[O:27])[NH:25][S:22]([C:3]1[CH:4]=[C:5]([N:9]2[C:14](=[O:15])[CH:13]=[C:12]([C:16]([F:19])([F:18])[F:17])[N:11]([CH3:20])[C:10]2=[O:21])[C:6]([F:8])=[CH:7][C:2]=1[Cl:1])(=[O:24])=[O:23])[C:29]1[CH:34]=[CH:33][CH:32]=[CH:31][CH:30]=1. The catalyst class is: 279. (2) Reactant: Cl[C:2]1[C:7]([C:8](=O)[CH3:9])=[CH:6][CH:5]=[CH:4][N:3]=1.O.[NH2:12][NH2:13]. Product: [CH3:9][C:8]1[C:7]2[C:2](=[N:3][CH:4]=[CH:5][CH:6]=2)[NH:13][N:12]=1. The catalyst class is: 114. (3) Reactant: Br[C:2]1[C:3]([C:17]([CH3:20])([CH3:19])[CH3:18])=[N:4][N:5]([C:8]2[C:13]([CH3:14])=[CH:12][CH:11]=[CH:10][C:9]=2[O:15][CH3:16])[C:6]=1[NH2:7].[CH3:21]B1OBOBO1.C(=O)([O-])[O-].[K+].[K+]. Product: [C:17]([C:3]1[C:2]([CH3:21])=[C:6]([NH2:7])[N:5]([C:8]2[C:13]([CH3:14])=[CH:12][CH:11]=[CH:10][C:9]=2[O:15][CH3:16])[N:4]=1)([CH3:20])([CH3:19])[CH3:18]. The catalyst class is: 18. (4) Reactant: [OH:1][C:2]1[CH:3]=[C:4]([CH:8]([NH:15][CH3:16])[CH2:9][C:10]([O:12][CH2:13][CH3:14])=[O:11])[CH:5]=[CH:6][CH:7]=1.[C:25](O[C:25]([O:27][C:28]([CH3:31])([CH3:30])[CH3:29])=[O:26])([O:27][C:28]([CH3:31])([CH3:30])[CH3:29])=[O:26]. Product: [C:28]([O:27][C:25]([N:15]([CH:8]([C:4]1[CH:5]=[CH:6][CH:7]=[C:2]([OH:1])[CH:3]=1)[CH2:9][C:10]([O:12][CH2:13][CH3:14])=[O:11])[CH3:16])=[O:26])([CH3:29])([CH3:30])[CH3:31]. The catalyst class is: 7. (5) Reactant: [O:1]1[C:5]2[CH:6]=[CH:7][C:8]([C:10]3[S:14][C:13]([S:15]([NH:18][C:19]4[CH:27]=[CH:26][C:22]([C:23]([OH:25])=[O:24])=[C:21]([OH:28])[CH:20]=4)(=[O:17])=[O:16])=[CH:12][CH:11]=3)=[CH:9][C:4]=2[CH2:3][CH2:2]1.[C:29](N1C=CN=C1)(N1C=CN=C1)=O.CO.N1C=CC=CC=1. Product: [O:1]1[C:5]2[CH:6]=[CH:7][C:8]([C:10]3[S:14][C:13]([S:15]([NH:18][C:19]4[CH:27]=[CH:26][C:22]([C:23]([O:25][CH3:29])=[O:24])=[C:21]([OH:28])[CH:20]=4)(=[O:16])=[O:17])=[CH:12][CH:11]=3)=[CH:9][C:4]=2[CH2:3][CH2:2]1. The catalyst class is: 23. (6) Reactant: [Cl:1][C:2]1[N:7]=[C:6](Cl)[CH:5]=[C:4]([C:9]2[CH:14]=[CH:13][CH:12]=[CH:11][CH:10]=2)[N:3]=1.C1(C)C=CC(S(O)(=O)=O)=CC=1.[CH:26]1([C:29]([NH2:32])([CH3:31])[CH3:30])[CH2:28][CH2:27]1.C([O-])([O-])=O.[K+].[K+]. The catalyst class is: 173. Product: [Cl:1][C:2]1[N:7]=[C:6]([NH:32][C:29]([CH:26]2[CH2:28][CH2:27]2)([CH3:31])[CH3:30])[CH:5]=[C:4]([C:9]2[CH:14]=[CH:13][CH:12]=[CH:11][CH:10]=2)[N:3]=1. (7) Reactant: Cl[C:2]1[N:7]=[C:6]([N:8]([CH3:10])[CH3:9])[CH:5]=[CH:4][N:3]=1.[C:11]([O:15][C:16](=[O:25])[NH:17][C@H:18]1[CH2:23][CH2:22][C@@H:21]([NH2:24])[CH2:20][CH2:19]1)([CH3:14])([CH3:13])[CH3:12].C([O-])(O)=O.[Na+]. Product: [C:11]([O:15][C:16](=[O:25])[NH:17][C@H:18]1[CH2:19][CH2:20][C@@H:21]([NH:24][C:2]2[N:7]=[C:6]([N:8]([CH3:10])[CH3:9])[CH:5]=[CH:4][N:3]=2)[CH2:22][CH2:23]1)([CH3:14])([CH3:12])[CH3:13]. The catalyst class is: 41. (8) Reactant: C(O)(C(F)(F)F)=O.[Cl:8][C:9]1[C:14]([C:15]([F:18])([F:17])[F:16])=[CH:13][CH:12]=[CH:11][C:10]=1[C:19]([N:21]1[CH2:30][CH2:29][C:28]2[C:27]([C:31]3[N:35](C4CCCCO4)[N:34]=[CH:33][CH:32]=3)=[N:26][C:25]([CH3:42])=[N:24][C:23]=2[CH2:22]1)=[O:20].C([SiH](CC)CC)C.C1(C)C=CC=CC=1. Product: [Cl:8][C:9]1[C:14]([C:15]([F:16])([F:17])[F:18])=[CH:13][CH:12]=[CH:11][C:10]=1[C:19]([N:21]1[CH2:30][CH2:29][C:28]2[C:27]([C:31]3[NH:35][N:34]=[CH:33][CH:32]=3)=[N:26][C:25]([CH3:42])=[N:24][C:23]=2[CH2:22]1)=[O:20]. The catalyst class is: 2. (9) Reactant: [O:1]1[CH2:6][CH2:5][CH:4]([CH2:7][N:8]2[C:16]3[C:11](=[CH:12][C:13]([C:17](O)=[O:18])=[CH:14][CH:15]=3)[C:10]([C:20]([CH:22]3[C:24]([CH3:26])([CH3:25])[C:23]3([CH3:28])[CH3:27])=[O:21])=[CH:9]2)[CH2:3][CH2:2]1.C(N1C=CN=C1)(N1C=CN=C1)=O.[CH2:41]([CH2:43][NH2:44])[OH:42]. Product: [OH:42][CH2:41][CH2:43][NH:44][C:17]([C:13]1[CH:12]=[C:11]2[C:16](=[CH:15][CH:14]=1)[N:8]([CH2:7][CH:4]1[CH2:5][CH2:6][O:1][CH2:2][CH2:3]1)[CH:9]=[C:10]2[C:20]([CH:22]1[C:23]([CH3:27])([CH3:28])[C:24]1([CH3:26])[CH3:25])=[O:21])=[O:18]. The catalyst class is: 674.